Dataset: Full USPTO retrosynthesis dataset with 1.9M reactions from patents (1976-2016). Task: Predict the reactants needed to synthesize the given product. (1) Given the product [O:1]1[CH:34]=[N:4][C:3]([C:5]2[CH:33]=[CH:32][C:8]([C:9]([NH:11][CH2:12][CH2:13][NH:14][C:15]([C:17]3[C:18]([C:28]([F:31])([F:30])[F:29])=[N:19][N:20]([C:22]4[CH:27]=[CH:26][CH:25]=[CH:24][CH:23]=4)[CH:21]=3)=[O:16])=[O:10])=[CH:7][N:6]=2)=[N:2]1, predict the reactants needed to synthesize it. The reactants are: [OH:1][N:2]=[C:3]([C:5]1[CH:33]=[CH:32][C:8]([C:9]([NH:11][CH2:12][CH2:13][NH:14][C:15]([C:17]2[C:18]([C:28]([F:31])([F:30])[F:29])=[N:19][N:20]([C:22]3[CH:27]=[CH:26][CH:25]=[CH:24][CH:23]=3)[CH:21]=2)=[O:16])=[O:10])=[CH:7][N:6]=1)[NH2:4].[CH:34](OC)(OC)OC. (2) Given the product [Cl:25][C:26]1[C:27]([O:35][CH3:36])=[C:28]([CH:32]=[CH:33][CH:34]=1)[C:29]([NH:1][C:2]1[CH:7]=[CH:6][C:5]([N:8]2[C:14](=[O:15])[CH2:13][C:12](=[O:16])[NH:11][C:10]3[C:17]4[C:22]([CH:23]=[CH:24][C:9]2=3)=[CH:21][CH:20]=[CH:19][CH:18]=4)=[CH:4][CH:3]=1)=[O:30], predict the reactants needed to synthesize it. The reactants are: [NH2:1][C:2]1[CH:7]=[CH:6][C:5]([N:8]2[C:14](=[O:15])[CH2:13][C:12](=[O:16])[NH:11][C:10]3[C:17]4[C:22]([CH:23]=[CH:24][C:9]2=3)=[CH:21][CH:20]=[CH:19][CH:18]=4)=[CH:4][CH:3]=1.[Cl:25][C:26]1[C:27]([O:35][CH3:36])=[C:28]([CH:32]=[CH:33][CH:34]=1)[C:29](Cl)=[O:30].NC1C=CC(N2C(=O)CC(=O)NC3C(CC)=CC=CC2=3)=CC=1. (3) Given the product [C:32]1(=[C:14]([C:15]2[CH:20]=[CH:19][C:18]([OH:21])=[C:17]([F:23])[CH:16]=2)[C:11]2[CH:12]=[CH:13][C:8]([C:7]([OH:6])=[O:25])=[CH:9][CH:10]=2)[CH2:33][CH2:34][CH2:36][CH2:35][CH2:39][CH2:40]1.[CH3:45][O:46][C:47](=[O:64])[C:48]1[CH:53]=[CH:52][C:51]([C:54](=[C:65]2[CH2:71][CH2:70][CH2:69][CH2:68][CH2:67][CH2:66]2)[C:55]2[CH:60]=[CH:59][C:58]([OH:61])=[C:57]([F:62])[CH:56]=2)=[CH:50][CH:49]=1, predict the reactants needed to synthesize it. The reactants are: [Al+3].[Cl-].[Cl-].[Cl-].C[O:6][C:7](=[O:25])[C:8]1[CH:13]=[CH:12][C:11]([C:14](=O)[C:15]2[CH:20]=[CH:19][C:18]([O:21]C)=[C:17]([F:23])[CH:16]=2)=[CH:10][CH:9]=1.F[C:33]1[CH:34]=[C:35]([CH:39]=[CH:40][C:32]=1O)[C:36]([C:32]1[CH:40]=[CH:39][C:35]([C:36](O)=O)=[CH:34][CH:33]=1)=O.[CH3:45][O:46][C:47](=[O:64])[C:48]1[CH:53]=[CH:52][C:51]([C:54](=O)[C:55]2[CH:60]=[CH:59][C:58]([OH:61])=[C:57]([F:62])[CH:56]=2)=[CH:50][CH:49]=1.[C:65]1(=O)[CH2:71][CH2:70][CH2:69][CH2:68][CH2:67][CH2:66]1.C([O-])([O-])=O.[K+].[K+]. (4) The reactants are: [CH3:1][O:2][C:3]1[CH:4]=[C:5]([CH:20]=[CH:21][C:22]=1[O:23][CH3:24])[C:6]([N:8]1[C:17]2[C:12](=[CH:13][CH:14]=[CH:15][CH:16]=2)[C@H:11](O)[CH2:10][C@@H:9]1[CH3:19])=[O:7].[Cl:25][C:26]1[CH:27]=[C:28]2[C:33](=[CH:34][CH:35]=1)[NH:32][CH2:31][CH2:30][CH2:29]2. Given the product [Cl:25][C:26]1[CH:27]=[C:28]2[C:33](=[CH:34][CH:35]=1)[N:32]([CH:11]1[C:12]3[C:17](=[CH:16][CH:15]=[CH:14][CH:13]=3)[N:8]([C:6](=[O:7])[C:5]3[CH:20]=[CH:21][C:22]([O:23][CH3:24])=[C:3]([O:2][CH3:1])[CH:4]=3)[CH:9]([CH3:19])[CH2:10]1)[CH2:31][CH2:30][CH2:29]2, predict the reactants needed to synthesize it. (5) Given the product [F:1][C:2]1[CH:7]=[C:6]([F:8])[CH:5]=[CH:4][C:3]=1[C:9]1[N:10]=[C:11]([C@@H:26]2[CH2:31][CH2:30][C@H:29]([OH:32])[CH2:28][CH2:27]2)[S:12][C:13]=1[C:14]1[CH:15]=[CH:16][C:17]2[N:18]([C:20]([CH:23]([CH3:25])[CH3:24])=[N:21][N:22]=2)[N:19]=1, predict the reactants needed to synthesize it. The reactants are: [F:1][C:2]1[CH:7]=[C:6]([F:8])[CH:5]=[CH:4][C:3]=1[C:9]1[N:10]=[C:11]([CH:26]2[CH2:31][CH2:30][C:29](=[O:32])[CH2:28][CH2:27]2)[S:12][C:13]=1[C:14]1[CH:15]=[CH:16][C:17]2[N:18]([C:20]([CH:23]([CH3:25])[CH3:24])=[N:21][N:22]=2)[N:19]=1.[BH4-].[Na+].CC(C)=O. (6) Given the product [CH3:34][O:35][C:2]1[N:3]([CH2:20][C:21]2[CH:26]=[CH:25][C:24]([CH2:27][OH:28])=[CH:23][CH:22]=2)[C:4]2[C:9]([N:10]=1)=[C:8]([NH2:11])[N:7]=[C:6]([NH:12][CH2:13][C:14]1[CH:19]=[CH:18][N:17]=[CH:16][CH:15]=1)[N:5]=2, predict the reactants needed to synthesize it. The reactants are: Br[C:2]1[N:3]([CH2:20][C:21]2[CH:26]=[CH:25][C:24]([CH2:27][OH:28])=[CH:23][CH:22]=2)[C:4]2[C:9]([N:10]=1)=[C:8]([NH2:11])[N:7]=[C:6]([NH:12][CH2:13][C:14]1[CH:19]=[CH:18][N:17]=[CH:16][CH:15]=1)[N:5]=2.C[O-].[K+].O.C[CH2:34][OH:35].C(Cl)(Cl)Cl.